Dataset: Forward reaction prediction with 1.9M reactions from USPTO patents (1976-2016). Task: Predict the product of the given reaction. (1) Given the reactants [NH:1]([C:5]1[C:14]2[C:9](=[C:10]([Cl:15])[CH:11]=[CH:12][CH:13]=2)[CH:8]=[CH:7][CH:6]=1)C(C)=O.[N+:16]([O-])([OH:18])=[O:17].[OH-].[Na+], predict the reaction product. The product is: [NH2:1][C:5]1[C:14]2[C:9](=[C:10]([Cl:15])[CH:11]=[CH:12][CH:13]=2)[C:8]([N+:16]([O-:18])=[O:17])=[CH:7][CH:6]=1. (2) The product is: [F:28][C:2]1([F:1])[CH2:3][CH2:4][CH:5]([NH:8][C:9]2[C:14]3[C:15]([C:30]4[CH:35]=[CH:34][CH:33]=[CH:32][N:31]=4)=[N:16][NH:17][C:13]=3[CH:12]=[CH:11][N:10]=2)[CH2:6][CH2:7]1. Given the reactants [F:1][C:2]1([F:28])[CH2:7][CH2:6][CH:5]([NH:8][C:9]2[C:14]3[C:15](I)=[N:16][N:17](CC4C=CC(OC)=CC=4)[C:13]=3[CH:12]=[CH:11][N:10]=2)[CH2:4][CH2:3]1.Cl[C:30]1[C:35]2C(I)=NN(CC3C=CC(OC)=CC=3)[C:34]=2[CH:33]=[CH:32][N:31]=1.Cl.FC1(F)CCC(N)CC1.CCN(C(C)C)C(C)C, predict the reaction product. (3) The product is: [C:1]([C:3]1[CH:4]=[C:5]([CH:31]([CH3:33])[CH3:32])[C:6]2[O:10][C:9]([C:11]3[CH:29]=[CH:28][C:14]([C:15]([NH:17][CH2:18][C@H:19]4[CH2:20][CH2:21][C@H:22]([CH2:25][C:26]([OH:40])=[O:27])[CH2:23][CH2:24]4)=[O:16])=[CH:13][CH:12]=3)=[N:8][C:7]=2[CH:30]=1)#[N:2]. Given the reactants [C:1]([C:3]1[CH:4]=[C:5]([CH:31]([CH3:33])[CH3:32])[C:6]2[O:10][C:9]([C:11]3[CH:29]=[CH:28][C:14]([C:15]([NH:17][CH2:18][C@H:19]4[CH2:24][CH2:23][C@H:22]([CH2:25][CH:26]=[O:27])[CH2:21][CH2:20]4)=[O:16])=[CH:13][CH:12]=3)=[N:8][C:7]=2[CH:30]=1)#[N:2].CC(=CC)C.Cl([O-])=[O:40].[Na+].P([O-])(O)(O)=O.[Na+], predict the reaction product. (4) Given the reactants [CH2:1]([O:8][C@@H:9]1[C@@H:14]([O:15][CH2:16][C:17]2[CH:22]=[CH:21][CH:20]=[CH:19][CH:18]=2)[C@H:13]([O:23][CH2:24][C:25]2[CH:30]=[CH:29][CH:28]=[CH:27][CH:26]=2)[C@@H:12]([CH2:31][O:32][CH2:33][C:34]2[CH:39]=[CH:38][CH:37]=[CH:36][CH:35]=2)[O:11][C@H:10]1[C:40]1[CH:45]=[CH:44][C:43]([Cl:46])=[C:42]([CH2:47][C:48]2[S:49][C:50](Br)=[CH:51][CH:52]=2)[CH:41]=1)[C:2]1[CH:7]=[CH:6][CH:5]=[CH:4][CH:3]=1.C([Sn](CCCC)(CCCC)[C:59]1[N:64]=[CH:63][CH:62]=[CH:61][N:60]=1)CCC.O, predict the reaction product. The product is: [CH2:1]([O:8][C@@H:9]1[C@@H:14]([O:15][CH2:16][C:17]2[CH:22]=[CH:21][CH:20]=[CH:19][CH:18]=2)[C@H:13]([O:23][CH2:24][C:25]2[CH:30]=[CH:29][CH:28]=[CH:27][CH:26]=2)[C@@H:12]([CH2:31][O:32][CH2:33][C:34]2[CH:39]=[CH:38][CH:37]=[CH:36][CH:35]=2)[O:11][C@H:10]1[C:40]1[CH:45]=[CH:44][C:43]([Cl:46])=[C:42]([CH2:47][C:48]2[S:49][C:50]([C:59]3[N:64]=[CH:63][CH:62]=[CH:61][N:60]=3)=[CH:51][CH:52]=2)[CH:41]=1)[C:2]1[CH:7]=[CH:6][CH:5]=[CH:4][CH:3]=1. (5) The product is: [CH2:33]([C:35]1([C:44]2[CH:45]=[C:46]([CH:47]=[CH:48][CH:49]=2)[O:50][C:69]2[CH:68]=[C:17]([N:14]3[C:13]4[NH:10][CH:9]=[N:8][C:12]=4[CH2:11][CH2:16][CH2:15]3)[CH:15]=[CH:16][C:11]=2[C:12]#[N:8])[CH2:41][CH2:40][CH2:39][CH2:38][N:37]([CH3:42])[C:36]1=[O:43])[CH3:34]. Given the reactants C(OC([N:8]1[C:12]2[CH:13](C3C=CC(C#N)=C(F)C=3)[N:14]([C:17](OC(C)(C)C)=O)[CH2:15][CH2:16][C:11]=2[N:10]=[CH:9]1)=O)(C)(C)C.[CH2:33]([C:35]1([C:44]2[CH:49]=[CH:48][CH:47]=[C:46]([OH:50])[CH:45]=2)[CH2:41][CH2:40][CH2:39][CH2:38][N:37]([CH3:42])[C:36]1=[O:43])[CH3:34].[F-].[K+].C1O[CH2:69][CH2:68]OCCOCCOCCOCCOC1, predict the reaction product. (6) Given the reactants N#N.Br[C:4]1[CH:9]=[CH:8][C:7]([F:10])=[CH:6][C:5]=1[CH3:11].CCN(CC)CC.[CH3:19][C:20]1([CH3:27])[C:24]([CH3:26])([CH3:25])[O:23][BH:22][O:21]1, predict the reaction product. The product is: [F:10][C:7]1[CH:8]=[CH:9][C:4]([B:22]2[O:23][C:24]([CH3:26])([CH3:25])[C:20]([CH3:27])([CH3:19])[O:21]2)=[C:5]([CH3:11])[CH:6]=1. (7) Given the reactants [F:1][C:2]1[CH:7]=[CH:6][C:5]([C:8]2[O:9][C:10]3[CH:20]=[C:19]([N:21]([CH3:26])[S:22]([CH3:25])(=[O:24])=[O:23])[C:18](B4OC(C)(C)C(C)(C)O4)=[CH:17][C:11]=3[C:12]=2[C:13]([NH:15][CH3:16])=[O:14])=[CH:4][CH:3]=1.Cl[C:37]1[CH:38]=[CH:39][C:40]2[O:53][CH2:52][N:43]3[C:44]4[CH:45]=[CH:46][CH:47]=[C:48]([F:51])[C:49]=4[CH:50]=[C:42]3[C:41]=2[N:54]=1.CC(C1C=C(C(C)C)C(C2C=CC=CC=2P(C2CCCCC2)C2CCCCC2)=C(C(C)C)C=1)C, predict the reaction product. The product is: [F:51][C:48]1[C:49]2[CH:50]=[C:42]3[C:41]4[N:54]=[C:37]([C:18]5[C:19]([N:21]([CH3:26])[S:22]([CH3:25])(=[O:23])=[O:24])=[CH:20][C:10]6[O:9][C:8]([C:5]7[CH:6]=[CH:7][C:2]([F:1])=[CH:3][CH:4]=7)=[C:12]([C:13]([NH:15][CH3:16])=[O:14])[C:11]=6[CH:17]=5)[CH:38]=[CH:39][C:40]=4[O:53][CH2:52][N:43]3[C:44]=2[CH:45]=[CH:46][CH:47]=1. (8) Given the reactants [F:1][C:2]([F:16])([F:15])[C:3]([NH:5][CH:6]1[CH2:14][C:13]2[C:8](=[CH:9][CH:10]=[CH:11][CH:12]=2)[CH2:7]1)=[O:4].[Cl-].[Cl-].[Cl-].[Al+3].[Cl:21][CH2:22][C:23](Cl)=[O:24].Cl, predict the reaction product. The product is: [Cl:21][CH2:22][C:23]([C:10]1[CH:9]=[C:8]2[C:13](=[CH:12][CH:11]=1)[CH2:14][CH:6]([NH:5][C:3](=[O:4])[C:2]([F:15])([F:16])[F:1])[CH2:7]2)=[O:24]. (9) Given the reactants [CH:1]1([N:7]([CH2:25][CH2:26][CH2:27][C:28]([F:31])([F:30])[F:29])[C:8]2[CH:13]=[CH:12][C:11](B3OCC(C)(C)CO3)=[CH:10][C:9]=2[N+:22]([O-:24])=[O:23])[CH2:6][CH2:5][CH2:4][CH2:3][CH2:2]1.I[C@H:33]1[CH2:35][C@H:34]1[C:36]([O:38][CH2:39][CH3:40])=[O:37].C(=O)([O-])[O-].[Cs+].[Cs+], predict the reaction product. The product is: [CH:1]1([N:7]([CH2:25][CH2:26][CH2:27][C:28]([F:31])([F:30])[F:29])[C:8]2[CH:13]=[CH:12][C:11]([C@H:33]3[CH2:35][C@H:34]3[C:36]([O:38][CH2:39][CH3:40])=[O:37])=[CH:10][C:9]=2[N+:22]([O-:24])=[O:23])[CH2:6][CH2:5][CH2:4][CH2:3][CH2:2]1.